Dataset: Reaction yield outcomes from USPTO patents with 853,638 reactions. Task: Predict the reaction yield, written as a fraction of the theoretical maximum amount of product (1.0 means a 100% yield; for example, 0.34 means a 34% yield). (1) The reactants are Br[C:2]1[C:7]([CH3:8])=[CH:6][CH:5]=[CH:4][N:3]=1.[OH:9][CH2:10][C:11]1[CH:16]=[CH:15][C:14](B(O)O)=[CH:13][CH:12]=1.C(=O)([O-])[O-].[Na+].[Na+]. The catalyst is C1(C)C=CC=CC=1.C1C=CC([P]([Pd]([P](C2C=CC=CC=2)(C2C=CC=CC=2)C2C=CC=CC=2)([P](C2C=CC=CC=2)(C2C=CC=CC=2)C2C=CC=CC=2)[P](C2C=CC=CC=2)(C2C=CC=CC=2)C2C=CC=CC=2)(C2C=CC=CC=2)C2C=CC=CC=2)=CC=1. The product is [CH3:8][C:7]1[C:2]([C:14]2[CH:15]=[CH:16][C:11]([CH2:10][OH:9])=[CH:12][CH:13]=2)=[N:3][CH:4]=[CH:5][CH:6]=1. The yield is 0.470. (2) The reactants are [CH:1]([O:4][C:5]1[CH:13]=[CH:12][C:11]([S:14]([CH3:17])(=[O:16])=[O:15])=[CH:10][C:6]=1[C:7]([OH:9])=O)([CH3:3])[CH3:2].Cl.[F:19][C:20]([F:33])([F:32])[C:21]1[S:25][C:24]([N:26]2[CH2:31][CH2:30][NH:29][CH2:28][CH2:27]2)=[N:23][CH:22]=1. No catalyst specified. The product is [CH:1]([O:4][C:5]1[CH:13]=[CH:12][C:11]([S:14]([CH3:17])(=[O:16])=[O:15])=[CH:10][C:6]=1[C:7]([N:29]1[CH2:30][CH2:31][N:26]([C:24]2[S:25][C:21]([C:20]([F:33])([F:19])[F:32])=[CH:22][N:23]=2)[CH2:27][CH2:28]1)=[O:9])([CH3:2])[CH3:3]. The yield is 0.280. (3) The reactants are [CH3:1][C@@H:2]1[C@H:6]([C:7]2[CH:12]=[CH:11][CH:10]=[CH:9][CH:8]=2)[O:5][C:4](=[O:13])[N:3]1[C:14](=[O:24])[CH2:15][CH2:16][C@H:17]([CH3:23])[CH2:18][CH2:19][CH2:20][CH2:21][CH3:22].C[C@@H](CCCCC)CCC(O)=O. No catalyst specified. The product is [CH3:1][C@@H:2]1[C@H:6]([C:7]2[CH:12]=[CH:11][CH:10]=[CH:9][CH:8]=2)[O:5][C:4](=[O:13])[N:3]1[C:14](=[O:24])[CH2:15][CH2:16][C@@H:17]([CH3:23])[CH2:18][CH2:19][CH2:20][CH2:21][CH3:22]. The yield is 1.00. (4) The reactants are C([N:3](CC)CC)C.P(N=[N+]=[N-])(OC1C=CC=CC=1)(OC1C=CC=CC=1)=O.[CH3:27][O:28][C:29]1[C:30]([N+:38]([O-:40])=[O:39])=[C:31]([CH:35]=[CH:36][CH:37]=1)C(O)=O.O. The catalyst is C1(C)C=CC=CC=1. The product is [CH3:27][O:28][C:29]1[C:30]([N+:38]([O-:40])=[O:39])=[C:31]([NH2:3])[CH:35]=[CH:36][CH:37]=1. The yield is 0.350. (5) The catalyst is CO. The product is [Cl:1][C:2]1[CH:3]=[CH:4][C:5]([CH2:8][CH2:9][C:10]2[CH:15]=[CH:14][N:13]([C:16]3[CH:21]=[CH:20][C:19]4[C:22]5[CH2:23][NH:24][CH2:25][CH2:26][CH2:27][C:28]=5[O:29][C:18]=4[CH:17]=3)[C:12](=[O:37])[N:11]=2)=[N:6][CH:7]=1. The reactants are [Cl:1][C:2]1[CH:3]=[CH:4][C:5]([CH2:8][CH2:9][C:10]2[CH:15]=[CH:14][N:13]([C:16]3[CH:21]=[CH:20][C:19]4[C:22]5[CH2:23][N:24](C(OC(C)(C)C)=O)[CH2:25][CH2:26][CH2:27][C:28]=5[O:29][C:18]=4[CH:17]=3)[C:12](=[O:37])[N:11]=2)=[N:6][CH:7]=1.Cl.CCOCC.C([O-])(O)=O.[Na+]. The yield is 0.780. (6) The product is [O:23]=[C:14]1[N:13]([C:10]2[CH:11]=[CH:12][C:4]3[C:3]4[NH:34][N:33]=[C:32]([NH:31][C:25]5[CH:30]=[CH:29][CH:28]=[CH:27][CH:26]=5)[C:2]=4[CH2:8][CH2:7][O:6][C:5]=3[CH:9]=2)[CH2:17][C@H:16]([CH2:18][NH:19][C:20](=[O:22])[CH3:21])[O:15]1. The catalyst is CCO. The reactants are Br[CH:2]1[CH2:8][CH2:7][O:6][C:5]2[CH:9]=[C:10]([N:13]3[CH2:17][C@H:16]([CH2:18][NH:19][C:20](=[O:22])[CH3:21])[O:15][C:14]3=[O:23])[CH:11]=[CH:12][C:4]=2[C:3]1=O.[C:25]1([NH:31][C:32](=S)[NH:33][NH2:34])[CH:30]=[CH:29][CH:28]=[CH:27][CH:26]=1.Cl. The yield is 0.530. (7) The reactants are [F:1][C:2]1[CH:10]=[C:9]2[C:5]([CH:6]=[CH:7][NH:8]2)=[CH:4][CH:3]=1.[H-].[Na+].[CH3:13][CH:14]([Si:16](Cl)([CH:20]([CH3:22])[CH3:21])[CH:17]([CH3:19])[CH3:18])[CH3:15]. The catalyst is C1COCC1. The product is [F:1][C:2]1[CH:10]=[C:9]2[C:5]([CH:6]=[CH:7][N:8]2[Si:16]([CH:20]([CH3:22])[CH3:21])([CH:17]([CH3:19])[CH3:18])[CH:14]([CH3:15])[CH3:13])=[CH:4][CH:3]=1. The yield is 0.870. (8) The reactants are [Br:1][C:2]1[CH:3]=[C:4]2[C:9](=[N:10][CH:11]=1)[N:8]([CH2:12][CH3:13])[CH:7]=[C:6]([C:14]([OH:16])=[O:15])[C:5]2=[O:17].[C:18]1(P(C2C=CC=CC=2)C2C=CC=CC=2)[CH:23]=CC=C[CH:19]=1.N(C(OCC)=O)=NC(OCC)=[O:40]. The catalyst is O1CCCC1. The product is [Br:1][C:2]1[CH:3]=[C:4]2[C:9](=[N:10][CH:11]=1)[N:8]([CH2:12][CH3:13])[CH:7]=[C:6]([C:14]([O:16][CH2:19][CH2:18][CH2:23][OH:40])=[O:15])[C:5]2=[O:17]. The yield is 0.800.